Predict which catalyst facilitates the given reaction. From a dataset of Catalyst prediction with 721,799 reactions and 888 catalyst types from USPTO. (1) Reactant: [CH:1]1([C:7]2([CH3:15])[N:11]([CH3:12])[C:10](=[O:13])[NH:9][C:8]2=[O:14])[CH2:6][CH2:5][CH2:4][CH2:3][CH2:2]1.[H-].[Na+].Br[CH2:19][C:20]([C:22]1[CH:26]=[CH:25][S:24][CH:23]=1)=[O:21]. Product: [CH:1]1([C:7]2([CH3:15])[N:11]([CH3:12])[C:10](=[O:13])[N:9]([CH2:19][C:20](=[O:21])[C:22]3[CH:26]=[CH:25][S:24][CH:23]=3)[C:8]2=[O:14])[CH2:2][CH2:3][CH2:4][CH2:5][CH2:6]1. The catalyst class is: 3. (2) Reactant: [C:1]([O:5][C:6](=[O:19])[CH2:7][C@@H:8]([O:17][CH3:18])[C@H:9]([CH:12]1[CH2:16][CH2:15][CH2:14][CH2:13]1)[NH:10][CH3:11])([CH3:4])([CH3:3])[CH3:2].[NH:20]([C:28]([O:30][CH2:31][C:32]1[CH:37]=[CH:36][CH:35]=[CH:34][CH:33]=1)=[O:29])[C@H:21]([C:25]([OH:27])=O)[CH:22]([CH3:24])[CH3:23].CCN(C(C)C)C(C)C.C1CN([P+](Br)(N2CCCC2)N2CCCC2)CC1.F[P-](F)(F)(F)(F)F. Product: [C:1]([O:5][C:6](=[O:19])[CH2:7][C@@H:8]([O:17][CH3:18])[C@@H:9]([N:10]([CH3:11])[C:25](=[O:27])[C@@H:21]([NH:20][C:28]([O:30][CH2:31][C:32]1[CH:37]=[CH:36][CH:35]=[CH:34][CH:33]=1)=[O:29])[CH:22]([CH3:23])[CH3:24])[CH:12]1[CH2:13][CH2:14][CH2:15][CH2:16]1)([CH3:3])([CH3:4])[CH3:2]. The catalyst class is: 4.